From a dataset of Forward reaction prediction with 1.9M reactions from USPTO patents (1976-2016). Predict the product of the given reaction. (1) Given the reactants [NH2:1][C:2]1[N:7]=[C:6]([C:8]([F:11])([CH3:10])[CH3:9])[N:5]=[C:4]([NH:12][CH:13]([CH:23]2[CH2:25][CH2:24]2)[CH2:14][CH2:15][CH2:16][C:17]2[CH:22]=[CH:21][CH:20]=[CH:19][CH:18]=2)[N:3]=1.CO[CH:28](OC)[N:29]([CH3:31])[CH3:30], predict the reaction product. The product is: [CH3:28][N:29]([CH:31]=[N:1][C:2]1[N:7]=[C:6]([C:8]([F:11])([CH3:9])[CH3:10])[N:5]=[C:4]([NH:12][CH:13]([CH:23]2[CH2:24][CH2:25]2)[CH2:14][CH2:15][CH2:16][C:17]2[CH:22]=[CH:21][CH:20]=[CH:19][CH:18]=2)[N:3]=1)[CH3:30]. (2) Given the reactants C(N(CC)C(C)C)(C)C.Cl.Cl.[CH3:12][Si:13]([CH3:40])([CH3:39])[CH2:14][CH2:15][O:16][CH2:17][N:18]1[C:22]2[N:23]=[CH:24][N:25]=[C:26]([C:27]3[CH:28]=[N:29][N:30]([C:32]4([CH2:36][C:37]#[N:38])[CH2:35][NH:34][CH2:33]4)[CH:31]=3)[C:21]=2[CH:20]=[CH:19]1.Cl[C:42]1[N:43]=[CH:44][C:45]([C:48]([NH:50][C@@H:51]([CH3:56])[C:52]([F:55])([F:54])[F:53])=[O:49])=[N:46][CH:47]=1.C([O-])(O)=O.[Na+], predict the reaction product. The product is: [C:37]([CH2:36][C:32]1([N:30]2[CH:31]=[C:27]([C:26]3[C:21]4[CH:20]=[CH:19][N:18]([CH2:17][O:16][CH2:15][CH2:14][Si:13]([CH3:39])([CH3:12])[CH3:40])[C:22]=4[N:23]=[CH:24][N:25]=3)[CH:28]=[N:29]2)[CH2:33][N:34]([C:42]2[N:43]=[CH:44][C:45]([C:48]([NH:50][C@@H:51]([CH3:56])[C:52]([F:55])([F:54])[F:53])=[O:49])=[N:46][CH:47]=2)[CH2:35]1)#[N:38].